This data is from Forward reaction prediction with 1.9M reactions from USPTO patents (1976-2016). The task is: Predict the product of the given reaction. (1) The product is: [NH2:13][C:5]1[N:6]=[C:7]([CH2:10][O:11][CH3:12])[CH:8]=[CH:9][C:4]=1[C:3]([OH:14])=[O:2]. Given the reactants C[O:2][C:3](=[O:14])[C:4]1[CH:9]=[CH:8][C:7]([CH2:10][O:11][CH3:12])=[N:6][C:5]=1[NH2:13].C1COCC1.CO.O.[OH-].[Li+], predict the reaction product. (2) The product is: [CH3:17][O:16][C:12]1[CH:11]=[C:10]([CH:15]=[CH:14][CH:13]=1)[CH2:9][NH:8][C:6](=[O:7])[C:5]1[CH:18]=[CH:19][C:2]([C:22]2[CH:23]=[C:24]([C:25](=[O:26])[NH:27][C:28]3[S:29][CH:30]=[CH:31][N:32]=3)[CH:33]=[CH:34][C:21]=2[CH3:20])=[N:3][CH:4]=1. Given the reactants Cl[C:2]1[CH:19]=[CH:18][C:5]([C:6]([NH:8][CH2:9][C:10]2[CH:15]=[CH:14][CH:13]=[C:12]([O:16][CH3:17])[CH:11]=2)=[O:7])=[CH:4][N:3]=1.[CH3:20][C:21]1[CH:34]=[CH:33][C:24]([C:25]([NH:27][C:28]2[S:29][CH:30]=[CH:31][N:32]=2)=[O:26])=[CH:23][C:22]=1B1OC(C)(C)C(C)(C)O1, predict the reaction product.